Dataset: Full USPTO retrosynthesis dataset with 1.9M reactions from patents (1976-2016). Task: Predict the reactants needed to synthesize the given product. (1) Given the product [C:1]([S:48][CH2:46][C:44]1[CH:43]=[CH:42][C:36]([O:37][CH2:38][C:39]([NH2:41])=[O:40])=[C:35]([Cl:34])[CH:45]=1)(=[O:4])[CH3:2], predict the reactants needed to synthesize it. The reactants are: [CH:1]([O:4]C(N=NC(OC(C)C)=O)=O)(C)[CH3:2].C1(P(C2C=CC=CC=2)C2C=CC=CC=2)C=CC=CC=1.[Cl:34][C:35]1[CH:45]=[C:44]([CH2:46]O)[CH:43]=[CH:42][C:36]=1[O:37][CH2:38][C:39]([NH2:41])=[O:40].[S:48]1C=CC=C1CC(O)=O. (2) The reactants are: [I:1][CH2:2][CH2:3][CH2:4][Si:5]([O:16][Si:17]([CH3:20])([CH3:19])[CH3:18])([O:11][Si:12]([CH3:15])([CH3:14])[CH3:13])[O:6][Si:7]([CH3:10])([CH3:9])[CH3:8].[C:21]1([P:27]([C:34]2[CH:39]=[CH:38][CH:37]=[CH:36][CH:35]=2)[C:28]2[CH:33]=[CH:32][CH:31]=[CH:30][CH:29]=2)[CH:26]=[CH:25][CH:24]=[CH:23][CH:22]=1.C(=O)([O-])[O-].[Na+].[Na+]. Given the product [I-:1].[C:34]1([P+:27]([C:21]2[CH:22]=[CH:23][CH:24]=[CH:25][CH:26]=2)([C:28]2[CH:33]=[CH:32][CH:31]=[CH:30][CH:29]=2)[CH2:2][CH2:3][CH2:4][Si:5]([O:16][Si:17]([CH3:20])([CH3:19])[CH3:18])([O:11][Si:12]([CH3:15])([CH3:14])[CH3:13])[O:6][Si:7]([CH3:10])([CH3:9])[CH3:8])[CH:35]=[CH:36][CH:37]=[CH:38][CH:39]=1, predict the reactants needed to synthesize it. (3) Given the product [Cl:20][C:17]1[CH:18]=[CH:19][C:14]([NH:13][S:10]([C:7]2[CH:6]=[CH:5][C:4]([CH:1]([OH:3])[CH3:2])=[CH:9][CH:8]=2)(=[O:12])=[O:11])=[C:15]([N:21]2[C:29]3[C:24](=[N:25][CH:26]=[CH:27][CH:28]=3)[N:23]=[N:22]2)[CH:16]=1, predict the reactants needed to synthesize it. The reactants are: [C:1]([C:4]1[CH:9]=[CH:8][C:7]([S:10]([NH:13][C:14]2[CH:19]=[CH:18][C:17]([Cl:20])=[CH:16][C:15]=2[N:21]2[C:29]3[C:24](=[N:25][CH:26]=[CH:27][CH:28]=3)[N:23]=[N:22]2)(=[O:12])=[O:11])=[CH:6][CH:5]=1)(=[O:3])[CH3:2].[BH4-].[Na+].